This data is from NCI-60 drug combinations with 297,098 pairs across 59 cell lines. The task is: Regression. Given two drug SMILES strings and cell line genomic features, predict the synergy score measuring deviation from expected non-interaction effect. Drug 1: C1C(C(OC1N2C=NC3=C(N=C(N=C32)Cl)N)CO)O. Drug 2: C1CN(P(=O)(OC1)NCCCl)CCCl. Cell line: MOLT-4. Synergy scores: CSS=46.6, Synergy_ZIP=-4.05, Synergy_Bliss=-8.22, Synergy_Loewe=-29.7, Synergy_HSA=-8.21.